This data is from Full USPTO retrosynthesis dataset with 1.9M reactions from patents (1976-2016). The task is: Predict the reactants needed to synthesize the given product. (1) Given the product [CH3:2][C:3]1[CH:4]=[CH:5][C:6]2[NH:10][C:9](=[O:11])[N:8]([CH:12]3[CH2:17][CH2:16][N:15]([C:22]4([C:26]#[N:27])[CH2:23][CH2:24][O:19][CH2:20][CH2:21]4)[CH2:14][CH2:13]3)[C:7]=2[CH:18]=1, predict the reactants needed to synthesize it. The reactants are: Cl.[CH3:2][C:3]1[CH:4]=[CH:5][C:6]2[NH:10][C:9](=[O:11])[N:8]([CH:12]3[CH2:17][CH2:16][NH:15][CH2:14][CH2:13]3)[C:7]=2[CH:18]=1.[O:19]1[CH2:24][CH2:23][C:22](=O)[CH2:21][CH2:20]1.[C-:26]#[N:27].[K+]. (2) Given the product [CH2:1]([O:8][C:9](=[O:36])[C@@H:10]([NH:35][C:42](=[O:43])[C@@H:41]([NH:40][C:37](=[O:39])[CH3:38])[CH2:45][C:46]1[CH:51]=[CH:50][CH:49]=[CH:48][CH:47]=1)[CH2:11][C:12]1[CH:13]=[CH:14][C:15]([N:18]2[CH2:22][C:21](=[O:23])[N:20]([CH2:24][C:25]3[CH:26]=[CH:27][C:28]([O:31][CH3:32])=[CH:29][CH:30]=3)[S:19]2(=[O:33])=[O:34])=[CH:16][CH:17]=1)[C:2]1[CH:3]=[CH:4][CH:5]=[CH:6][CH:7]=1, predict the reactants needed to synthesize it. The reactants are: [CH2:1]([O:8][C:9](=[O:36])[C@@H:10]([NH2:35])[CH2:11][C:12]1[CH:17]=[CH:16][C:15]([N:18]2[CH2:22][C:21](=[O:23])[N:20]([CH2:24][C:25]3[CH:30]=[CH:29][C:28]([O:31][CH3:32])=[CH:27][CH:26]=3)[S:19]2(=[O:34])=[O:33])=[CH:14][CH:13]=1)[C:2]1[CH:7]=[CH:6][CH:5]=[CH:4][CH:3]=1.[C:37]([NH:40][C@@H:41]([CH2:45][C:46]1[CH:51]=[CH:50][CH:49]=[CH:48][CH:47]=1)[C:42](O)=[O:43])(=[O:39])[CH3:38].C1C=CC2N(O)N=NC=2C=1.CCN=C=NCCCN(C)C.Cl.